From a dataset of Forward reaction prediction with 1.9M reactions from USPTO patents (1976-2016). Predict the product of the given reaction. (1) Given the reactants [Cl:1][C:2]1[N:7]=[C:6]([S:8][CH3:9])[N:5]=[C:4]([NH:10][C:11]2[CH:16]=[C:15]([CH3:17])[CH:14]=[CH:13][C:12]=2[NH:18]C(=O)OC(C)(C)C)[CH:3]=1.Cl.C(=O)(O)[O-].[Na+].[OH-].[Na+], predict the reaction product. The product is: [Cl:1][C:2]1[N:7]=[C:6]([S:8][CH3:9])[N:5]=[C:4]([NH:10][C:11]2[C:12]([NH2:18])=[CH:13][CH:14]=[C:15]([CH3:17])[CH:16]=2)[CH:3]=1. (2) Given the reactants [CH2:1]([O:9][N:10]1[C:15]([CH3:17])([CH3:16])[CH2:14][C:13](=O)[CH2:12][C:11]1([CH3:20])[CH3:19])[CH2:2][CH2:3][CH2:4][CH2:5][CH2:6][CH2:7][CH3:8].C([O-])(=O)C.[NH4+].[BH3-]C#[N:28].[Na+], predict the reaction product. The product is: [NH2:28][CH:13]1[CH2:14][C:15]([CH3:17])([CH3:16])[N:10]([O:9][CH2:1][CH2:2][CH2:3][CH2:4][CH2:5][CH2:6][CH2:7][CH3:8])[C:11]([CH3:20])([CH3:19])[CH2:12]1. (3) Given the reactants B(Br)(Br)Br.[Br:5][C:6]1[CH:7]=[C:8]([C:14]2[CH:19]=[CH:18][C:17]([CH2:20][N:21]([CH3:37])[C:22]([C:24]3[C:28]4[CH:29]=[CH:30][CH:31]=[CH:32][C:27]=4[O:26][C:25]=3[CH2:33][CH2:34][CH2:35][CH3:36])=[O:23])=[CH:16][CH:15]=2)[CH:9]=[CH:10][C:11]=1[O:12]C.C(=O)=O.CC(C)=O.O, predict the reaction product. The product is: [Br:5][C:6]1[CH:7]=[C:8]([C:14]2[CH:15]=[CH:16][C:17]([CH2:20][N:21]([CH3:37])[C:22]([C:24]3[C:28]4[CH:29]=[CH:30][CH:31]=[CH:32][C:27]=4[O:26][C:25]=3[CH2:33][CH2:34][CH2:35][CH3:36])=[O:23])=[CH:18][CH:19]=2)[CH:9]=[CH:10][C:11]=1[OH:12].